From a dataset of NCI-60 drug combinations with 297,098 pairs across 59 cell lines. Regression. Given two drug SMILES strings and cell line genomic features, predict the synergy score measuring deviation from expected non-interaction effect. (1) Cell line: CCRF-CEM. Drug 2: C1C(C(OC1N2C=NC3=C2NC=NCC3O)CO)O. Drug 1: C1CN1C2=NC(=NC(=N2)N3CC3)N4CC4. Synergy scores: CSS=50.8, Synergy_ZIP=3.09, Synergy_Bliss=3.00, Synergy_Loewe=-11.3, Synergy_HSA=2.95. (2) Drug 1: CC1CCC2CC(C(=CC=CC=CC(CC(C(=O)C(C(C(=CC(C(=O)CC(OC(=O)C3CCCCN3C(=O)C(=O)C1(O2)O)C(C)CC4CCC(C(C4)OC)OCCO)C)C)O)OC)C)C)C)OC. Drug 2: C1CN1C2=NC(=NC(=N2)N3CC3)N4CC4. Cell line: SN12C. Synergy scores: CSS=49.3, Synergy_ZIP=-2.89, Synergy_Bliss=-2.12, Synergy_Loewe=0.930, Synergy_HSA=1.38. (3) Drug 1: C1C(C(OC1N2C=C(C(=O)NC2=O)F)CO)O. Drug 2: C1C(C(OC1N2C=NC(=NC2=O)N)CO)O. Cell line: OVCAR-5. Synergy scores: CSS=27.8, Synergy_ZIP=-4.89, Synergy_Bliss=-0.0746, Synergy_Loewe=1.67, Synergy_HSA=4.07. (4) Drug 1: C1=NC2=C(N=C(N=C2N1C3C(C(C(O3)CO)O)O)F)N. Drug 2: CC12CCC3C(C1CCC2OP(=O)(O)O)CCC4=C3C=CC(=C4)OC(=O)N(CCCl)CCCl.[Na+]. Cell line: TK-10. Synergy scores: CSS=69.0, Synergy_ZIP=-3.07, Synergy_Bliss=-5.85, Synergy_Loewe=-5.19, Synergy_HSA=-3.82. (5) Drug 1: C1=NC2=C(N=C(N=C2N1C3C(C(C(O3)CO)O)O)F)N. Drug 2: C1CN1C2=NC(=NC(=N2)N3CC3)N4CC4. Cell line: OVCAR-8. Synergy scores: CSS=32.2, Synergy_ZIP=-4.47, Synergy_Bliss=-2.38, Synergy_Loewe=-2.12, Synergy_HSA=0.183. (6) Cell line: SK-OV-3. Synergy scores: CSS=0.759, Synergy_ZIP=-0.898, Synergy_Bliss=0.666, Synergy_Loewe=-4.48, Synergy_HSA=-1.50. Drug 1: CCC(=C(C1=CC=CC=C1)C2=CC=C(C=C2)OCCN(C)C)C3=CC=CC=C3.C(C(=O)O)C(CC(=O)O)(C(=O)O)O. Drug 2: C(CCl)NC(=O)N(CCCl)N=O. (7) Synergy scores: CSS=41.7, Synergy_ZIP=1.25, Synergy_Bliss=5.03, Synergy_Loewe=3.82, Synergy_HSA=5.90. Drug 2: C1=CC=C(C(=C1)C(C2=CC=C(C=C2)Cl)C(Cl)Cl)Cl. Cell line: T-47D. Drug 1: COC1=CC(=CC(=C1O)OC)C2C3C(COC3=O)C(C4=CC5=C(C=C24)OCO5)OC6C(C(C7C(O6)COC(O7)C8=CC=CS8)O)O. (8) Synergy scores: CSS=6.02, Synergy_ZIP=11.7, Synergy_Bliss=15.0, Synergy_Loewe=13.4, Synergy_HSA=13.6. Drug 2: CC1C(C(=O)NC(C(=O)N2CCCC2C(=O)N(CC(=O)N(C(C(=O)O1)C(C)C)C)C)C(C)C)NC(=O)C3=C4C(=C(C=C3)C)OC5=C(C(=O)C(=C(C5=N4)C(=O)NC6C(OC(=O)C(N(C(=O)CN(C(=O)C7CCCN7C(=O)C(NC6=O)C(C)C)C)C)C(C)C)C)N)C. Cell line: NCI-H460. Drug 1: C1CCC(C1)C(CC#N)N2C=C(C=N2)C3=C4C=CNC4=NC=N3. (9) Drug 1: COCCOC1=C(C=C2C(=C1)C(=NC=N2)NC3=CC=CC(=C3)C#C)OCCOC.Cl. Drug 2: CC1C(C(CC(O1)OC2CC(CC3=C2C(=C4C(=C3O)C(=O)C5=CC=CC=C5C4=O)O)(C(=O)C)O)N)O. Cell line: UACC62. Synergy scores: CSS=69.4, Synergy_ZIP=-6.11, Synergy_Bliss=-3.33, Synergy_Loewe=0.140, Synergy_HSA=1.51.